This data is from Peptide-MHC class II binding affinity with 134,281 pairs from IEDB. The task is: Regression. Given a peptide amino acid sequence and an MHC pseudo amino acid sequence, predict their binding affinity value. This is MHC class II binding data. (1) The peptide sequence is NTSYRLISCNTSVI. The MHC is DRB3_0101 with pseudo-sequence DRB3_0101. The binding affinity (normalized) is 0.432. (2) The peptide sequence is AYVYFASDASTYTTG. The MHC is HLA-DPA10103-DPB10301 with pseudo-sequence HLA-DPA10103-DPB10301. The binding affinity (normalized) is 0.385.